Dataset: NCI-60 drug combinations with 297,098 pairs across 59 cell lines. Task: Regression. Given two drug SMILES strings and cell line genomic features, predict the synergy score measuring deviation from expected non-interaction effect. (1) Drug 1: C1CCC(CC1)NC(=O)N(CCCl)N=O. Drug 2: CC(C)(C#N)C1=CC(=CC(=C1)CN2C=NC=N2)C(C)(C)C#N. Cell line: EKVX. Synergy scores: CSS=9.50, Synergy_ZIP=-2.77, Synergy_Bliss=-0.988, Synergy_Loewe=-0.324, Synergy_HSA=-0.735. (2) Drug 1: C1=C(C(=O)NC(=O)N1)N(CCCl)CCCl. Drug 2: CC1=C(C(=CC=C1)Cl)NC(=O)C2=CN=C(S2)NC3=CC(=NC(=N3)C)N4CCN(CC4)CCO. Cell line: K-562. Synergy scores: CSS=84.8, Synergy_ZIP=3.94, Synergy_Bliss=3.31, Synergy_Loewe=3.58, Synergy_HSA=7.96. (3) Drug 1: C1=NC2=C(N1)C(=S)N=C(N2)N. Drug 2: COC1=C2C(=CC3=C1OC=C3)C=CC(=O)O2. Cell line: OVCAR-8. Synergy scores: CSS=28.7, Synergy_ZIP=-0.794, Synergy_Bliss=-0.963, Synergy_Loewe=-21.9, Synergy_HSA=-1.74. (4) Drug 1: CS(=O)(=O)CCNCC1=CC=C(O1)C2=CC3=C(C=C2)N=CN=C3NC4=CC(=C(C=C4)OCC5=CC(=CC=C5)F)Cl. Drug 2: CS(=O)(=O)OCCCCOS(=O)(=O)C. Cell line: SNB-75. Synergy scores: CSS=15.9, Synergy_ZIP=-3.82, Synergy_Bliss=5.33, Synergy_Loewe=-8.70, Synergy_HSA=3.98. (5) Drug 1: C1=C(C(=O)NC(=O)N1)N(CCCl)CCCl. Drug 2: CC1C(C(CC(O1)OC2CC(CC3=C2C(=C4C(=C3O)C(=O)C5=C(C4=O)C(=CC=C5)OC)O)(C(=O)CO)O)N)O.Cl. Synergy scores: CSS=58.7, Synergy_ZIP=-4.37, Synergy_Bliss=-0.383, Synergy_Loewe=-2.51, Synergy_HSA=4.65. Cell line: COLO 205. (6) Drug 1: CCN(CC)CCCC(C)NC1=C2C=C(C=CC2=NC3=C1C=CC(=C3)Cl)OC. Drug 2: CCC1(C2=C(COC1=O)C(=O)N3CC4=CC5=C(C=CC(=C5CN(C)C)O)N=C4C3=C2)O.Cl. Cell line: NCI-H322M. Synergy scores: CSS=30.3, Synergy_ZIP=-4.15, Synergy_Bliss=1.96, Synergy_Loewe=3.20, Synergy_HSA=2.76. (7) Drug 1: C1=CC(=CC=C1CC(C(=O)O)N)N(CCCl)CCCl.Cl. Drug 2: C1C(C(OC1N2C=NC3=C2NC=NCC3O)CO)O. Cell line: MOLT-4. Synergy scores: CSS=49.0, Synergy_ZIP=0.866, Synergy_Bliss=-0.606, Synergy_Loewe=-7.81, Synergy_HSA=-1.16. (8) Drug 1: C1=NC2=C(N1)C(=S)N=C(N2)N. Drug 2: C1=NC(=NC(=O)N1C2C(C(C(O2)CO)O)O)N. Cell line: UO-31. Synergy scores: CSS=30.1, Synergy_ZIP=-0.0350, Synergy_Bliss=0.230, Synergy_Loewe=-0.463, Synergy_HSA=1.14. (9) Drug 1: C1=CC(=CC=C1CC(C(=O)O)N)N(CCCl)CCCl.Cl. Drug 2: C1=CC(=CC=C1C#N)C(C2=CC=C(C=C2)C#N)N3C=NC=N3. Cell line: HCC-2998. Synergy scores: CSS=13.1, Synergy_ZIP=0.756, Synergy_Bliss=3.47, Synergy_Loewe=1.89, Synergy_HSA=0.295. (10) Drug 1: C1CC(C1)(C(=O)O)C(=O)O.[NH2-].[NH2-].[Pt+2]. Drug 2: CS(=O)(=O)CCNCC1=CC=C(O1)C2=CC3=C(C=C2)N=CN=C3NC4=CC(=C(C=C4)OCC5=CC(=CC=C5)F)Cl. Cell line: SK-MEL-28. Synergy scores: CSS=-8.79, Synergy_ZIP=2.84, Synergy_Bliss=-3.86, Synergy_Loewe=-15.5, Synergy_HSA=-13.1.